This data is from Reaction yield outcomes from USPTO patents with 853,638 reactions. The task is: Predict the reaction yield, written as a fraction of the theoretical maximum amount of product (1.0 means a 100% yield; for example, 0.34 means a 34% yield). (1) The reactants are [CH3:1][O:2][C:3]1[CH:4]=[C:5](B(O)O)[CH:6]=[CH:7][CH:8]=1.Br[C:13]1[CH:14]=[CH:15][C:16]([F:22])=[C:17]([N+:19]([O-:21])=[O:20])[CH:18]=1.C(=O)([O-])[O-].[Na+].[Na+]. The catalyst is C1(C)C=CC=CC=1.O.[Pd].C1(P(C2C=CC=CC=2)C2C=CC=CC=2)C=CC=CC=1.C1(P(C2C=CC=CC=2)C2C=CC=CC=2)C=CC=CC=1.C1(P(C2C=CC=CC=2)C2C=CC=CC=2)C=CC=CC=1.C1(P(C2C=CC=CC=2)C2C=CC=CC=2)C=CC=CC=1. The product is [F:22][C:16]1[CH:15]=[CH:14][C:13]([C:5]2[CH:6]=[CH:7][CH:8]=[C:3]([O:2][CH3:1])[CH:4]=2)=[CH:18][C:17]=1[N+:19]([O-:21])=[O:20]. The yield is 0.770. (2) The reactants are [CH:1]([C:3]1[C:11]2[C:6](=[CH:7][C:8]([C:23]#[N:24])=[C:9]([C:12]3[CH:17]=[CH:16][C:15]([C:18]4([CH2:21][OH:22])[CH2:20][CH2:19]4)=[CH:14][CH:13]=3)[CH:10]=2)[NH:5][CH:4]=1)=[O:2].CC(=CC)C.Cl([O-])=[O:31].[Na+].P([O-])([O-])([O-])=O.[Na+].[Na+].[Na+].[Cl-].[NH4+]. The catalyst is O1CCCC1.C(O)(C)(C)C.O.CO. The product is [C:23]([C:8]1[CH:7]=[C:6]2[C:11]([C:3]([C:1]([OH:31])=[O:2])=[CH:4][NH:5]2)=[CH:10][C:9]=1[C:12]1[CH:13]=[CH:14][C:15]([C:18]2([CH2:21][OH:22])[CH2:19][CH2:20]2)=[CH:16][CH:17]=1)#[N:24]. The yield is 0.510.